Dataset: Catalyst prediction with 721,799 reactions and 888 catalyst types from USPTO. Task: Predict which catalyst facilitates the given reaction. (1) Reactant: [F:1][C:2]1[C:11]2[CH2:10][N:9]([C@H:12]([CH:16]([CH3:18])[CH3:17])[C:13]([OH:15])=O)[C:8](=[O:19])[C:7]3=[CH:20][NH:21][C:5]([C:6]=23)=[N:4][CH:3]=1.[C:22]([C:24]1([CH3:28])[CH2:27][NH:26][CH2:25]1)#[N:23].C1C=CC2N(O)N=NC=2C=1.C(Cl)CCl. The catalyst class is: 456. Product: [F:1][C:2]1[C:11]2[CH2:10][N:9]([C@H:12]([CH:16]([CH3:17])[CH3:18])[C:13]([N:26]3[CH2:27][C:24]([CH3:28])([C:22]#[N:23])[CH2:25]3)=[O:15])[C:8](=[O:19])[C:7]3=[CH:20][NH:21][C:5]([C:6]=23)=[N:4][CH:3]=1. (2) Reactant: [CH3:1][C:2]1[O:6][C:5]([C:7]2[CH:8]=[C:9]([OH:13])[CH:10]=[CH:11][CH:12]=2)=[N:4][N:3]=1.C(=O)([O-])[O-].[K+].[K+].C1OCCOCCOCCOCCOCCOC1.[CH2:38]([O:40][C:41]([C:43]1[C:44]2[S:52][CH:51]=[C:50]([CH2:53]Br)[C:45]=2[C:46]([Cl:49])=[N:47][CH:48]=1)=[O:42])[CH3:39].[I-].[K+]. Product: [CH2:38]([O:40][C:41]([C:43]1[C:44]2[S:52][CH:51]=[C:50]([CH2:53][O:13][C:9]3[CH:10]=[CH:11][CH:12]=[C:7]([C:5]4[O:6][C:2]([CH3:1])=[N:3][N:4]=4)[CH:8]=3)[C:45]=2[C:46]([Cl:49])=[N:47][CH:48]=1)=[O:42])[CH3:39]. The catalyst class is: 9.